Dataset: Full USPTO retrosynthesis dataset with 1.9M reactions from patents (1976-2016). Task: Predict the reactants needed to synthesize the given product. (1) Given the product [ClH:18].[NH2:14][CH:10]1[C:11]2[C:7](=[CH:6][C:5]([S:1]([NH2:2])(=[O:3])=[O:4])=[CH:13][CH:12]=2)[CH2:8][CH2:9]1, predict the reactants needed to synthesize it. The reactants are: [S:1]([C:5]1[CH:6]=[C:7]2[C:11](=[CH:12][CH:13]=1)[CH:10]([NH:14]C(=O)C)[CH2:9][CH2:8]2)(=[O:4])(=[O:3])[NH2:2].[ClH:18]. (2) Given the product [Cl:8][C:9]1[C:10]([CH3:38])=[C:11]([C:29]2[CH:30]=[C:31]([C:35]([NH:46][CH3:50])=[O:37])[N:32]([CH3:34])[CH:33]=2)[C:12]([O:27][CH3:28])=[C:13]([CH:15]([NH:17][C:18]2[N:26]=[CH:25][N:24]=[C:23]3[C:19]=2[N:20]=[CH:21][NH:22]3)[CH3:16])[CH:14]=1, predict the reactants needed to synthesize it. The reactants are: CN.C1COCC1.[Cl:8][C:9]1[C:10]([CH3:38])=[C:11]([C:29]2[CH:30]=[C:31]([C:35]([OH:37])=O)[N:32]([CH3:34])[CH:33]=2)[C:12]([O:27][CH3:28])=[C:13]([CH:15]([NH:17][C:18]2[N:26]=[CH:25][N:24]=[C:23]3[C:19]=2[N:20]=[CH:21][NH:22]3)[CH3:16])[CH:14]=1.F[P-](F)(F)(F)(F)F.[N:46]1(O[P+](N(C)C)(N(C)C)N(C)C)[C:50]2C=CC=CC=2N=N1.C(N(CC)CC)C.